Dataset: Forward reaction prediction with 1.9M reactions from USPTO patents (1976-2016). Task: Predict the product of the given reaction. Given the reactants CO.[BH4-].[Na+].[C:5]([O:13][CH2:14][CH2:15][C:16]1[CH:17]=[CH:18][C:19]2[N:20]([N:22]=[C:23]([C:37]3[CH:42]=[CH:41][CH:40]=[CH:39][CH:38]=3)[C:24]=2[C:25]([C:27]2[N:32]=[C:31]([C:33]([O:35][CH3:36])=[O:34])[CH:30]=[CH:29][CH:28]=2)=[O:26])[CH:21]=1)(=[O:12])[C:6]1[CH:11]=[CH:10][CH:9]=[CH:8][CH:7]=1.[Cl-].[NH4+], predict the reaction product. The product is: [C:5]([O:13][CH2:14][CH2:15][C:16]1[CH:17]=[CH:18][C:19]2[N:20]([N:22]=[C:23]([C:37]3[CH:38]=[CH:39][CH:40]=[CH:41][CH:42]=3)[C:24]=2[CH:25]([OH:26])[C:27]2[N:32]=[C:31]([C:33]([O:35][CH3:36])=[O:34])[CH:30]=[CH:29][CH:28]=2)[CH:21]=1)(=[O:12])[C:6]1[CH:11]=[CH:10][CH:9]=[CH:8][CH:7]=1.